This data is from Forward reaction prediction with 1.9M reactions from USPTO patents (1976-2016). The task is: Predict the product of the given reaction. Given the reactants C(O[C:6](=O)[N:7]([CH2:9][CH:10]1[CH2:14][CH2:13][N:12]([CH:15]([C:22]2[CH:27]=[CH:26][CH:25]=[CH:24][CH:23]=2)[C:16]2[CH:21]=[CH:20][CH:19]=[CH:18][CH:17]=2)[CH2:11]1)C)(C)(C)C.C(O)(C(F)(F)F)=O, predict the reaction product. The product is: [CH:15]([N:12]1[CH2:13][CH2:14][CH:10]([CH2:9][NH:7][CH3:6])[CH2:11]1)([C:22]1[CH:27]=[CH:26][CH:25]=[CH:24][CH:23]=1)[C:16]1[CH:17]=[CH:18][CH:19]=[CH:20][CH:21]=1.